From a dataset of Reaction yield outcomes from USPTO patents with 853,638 reactions. Predict the reaction yield, written as a fraction of the theoretical maximum amount of product (1.0 means a 100% yield; for example, 0.34 means a 34% yield). The reactants are [OH:1][C:2]1[C:3]2[CH:10]=[C:9]([CH2:11][CH2:12][NH:13]C(=O)OC(C)(C)C)[S:8][C:4]=2[N:5]=[CH:6][N:7]=1.[C:21]([OH:27])([C:23]([F:26])([F:25])[F:24])=[O:22]. The catalyst is ClCCl. The product is [F:24][C:23]([F:26])([F:25])[C:21]([OH:27])=[O:22].[NH2:13][CH2:12][CH2:11][C:9]1[S:8][C:4]2[N:5]=[CH:6][N:7]=[C:2]([OH:1])[C:3]=2[CH:10]=1. The yield is 0.910.